Dataset: Full USPTO retrosynthesis dataset with 1.9M reactions from patents (1976-2016). Task: Predict the reactants needed to synthesize the given product. (1) Given the product [CH3:21][S:22]([N:1]1[C:9]2[C:4](=[CH:5][CH:6]=[C:7]([N:10]3[C:14]4=[N:15][C:16]([CH:19]=[CH2:20])=[CH:17][CH:18]=[C:13]4[N:12]=[CH:11]3)[CH:8]=2)[CH2:3][CH2:2]1)(=[O:24])=[O:23], predict the reactants needed to synthesize it. The reactants are: [NH:1]1[C:9]2[C:4](=[CH:5][CH:6]=[C:7]([N:10]3[C:14]4=[N:15][C:16]([CH:19]=[CH2:20])=[CH:17][CH:18]=[C:13]4[N:12]=[CH:11]3)[CH:8]=2)[CH2:3][CH2:2]1.[CH3:21][S:22](Cl)(=[O:24])=[O:23].C(N(CC)CC)C. (2) Given the product [C:24]1([P:32]([C:34]2[CH:39]=[C:38]([C:19]3[N:18]=[C:7]4[C:8]5[CH:9]=[CH:10][CH:11]=[CH:12][C:13]=5[C:14]5[CH:1]=[CH:2][CH:3]=[CH:4][C:5]=5[N:6]4[CH:20]=3)[CH:37]=[CH:36][CH:35]=2)([C:26]2[CH:31]=[CH:30][CH:29]=[CH:28][CH:27]=2)=[O:33])[CH:44]=[CH:43][CH:21]=[CH:22][CH:23]=1, predict the reactants needed to synthesize it. The reactants are: [CH:1]1[C:14]2[C:13]3[C:8]([CH:9]=[CH:10][C:11]4[C:12]=3N=CN=4)=[C:7]3[N:18]=[CH:19][CH2:20][N:6]3[C:5]=2[CH:4]=[CH:3][CH:2]=1.[CH2:21]([Li])[CH2:22][CH2:23][CH3:24].[C:26]1([P:32](Cl)([C:34]2[CH:39]=[CH:38][CH:37]=[CH:36][CH:35]=2)=[O:33])[CH:31]=[CH:30][CH:29]=[CH:28][CH:27]=1.[Cl-].[NH4+].[CH2:43]1COC[CH2:44]1. (3) Given the product [CH3:1][O:2][C:3]1[CH:8]=[CH:7][C:6]2[C@H:9]3[CH2:13][NH:12][CH2:11][C@@H:10]3[CH2:21][CH2:22][O:23][C:5]=2[CH:4]=1, predict the reactants needed to synthesize it. The reactants are: [CH3:1][O:2][C:3]1[CH:8]=[CH:7][C:6]2[C@H:9]3[CH2:13][N:12](C(OC(C)(C)C)=O)[CH2:11][C@@H:10]3[CH2:21][CH2:22][O:23][C:5]=2[CH:4]=1.COC1C2[C@H]3CN(C(OC(C)(C)C)=O)C[C@@H]3CCOC=2C=CC=1. (4) Given the product [O:23]1[C:22]2[CH:21]=[CH:20][C:17]([CH2:18][O:1][NH2:2])=[CH:16][C:15]=2[O:14][CH2:13]1, predict the reactants needed to synthesize it. The reactants are: [OH:1][N:2]1C(=O)C2=CC=CC=C2C1=O.[CH2:13]1[O:23][C:22]2[CH:21]=[CH:20][C:17]([CH2:18]Cl)=[CH:16][C:15]=2[O:14]1. (5) Given the product [F:26][C:23]1[CH:24]=[CH:25][C:20]([C@:13]2([CH2:16][CH2:17][CH2:18][OH:19])[O:12][C:11](=[O:27])[N:10]([C@H:8]([C:5]3[CH:6]=[CH:7][C:2]([C:34]4[CH:33]=[CH:32][N:31]=[C:30]([O:29][CH3:28])[CH:35]=4)=[CH:3][CH:4]=3)[CH3:9])[CH2:15][CH2:14]2)=[CH:21][CH:22]=1, predict the reactants needed to synthesize it. The reactants are: Br[C:2]1[CH:7]=[CH:6][C:5]([C@@H:8]([N:10]2[CH2:15][CH2:14][C@@:13]([C:20]3[CH:25]=[CH:24][C:23]([F:26])=[CH:22][CH:21]=3)([CH2:16][CH2:17][CH2:18][OH:19])[O:12][C:11]2=[O:27])[CH3:9])=[CH:4][CH:3]=1.[CH3:28][O:29][C:30]1[CH:35]=[C:34](B(O)O)[CH:33]=[CH:32][N:31]=1. (6) Given the product [CH3:19][N:14]1[C:15]2[C:11](=[C:10]([C:9]3[CH:10]=[CH:11][CH:15]=[CH:16][CH:17]=3)[CH:9]=[CH:17][CH:16]=2)[C:12]([CH:20]=[C:4]2[C:3](=[O:6])[NH:2][N:1]=[C:5]2[C:23]2[CH:24]=[CH:25][C:26]3[CH:19]=[N:14][CH:13]=[CH:12][C:27]=3[N:22]=2)=[CH:13]1, predict the reactants needed to synthesize it. The reactants are: [N:1]1[CH:5]=[CH:4][C:3](=[O:6])[N:2]=1.C1O[C:17]2[CH:16]=[C:15]3[C:11]([C:12]([CH:20]=O)=[CH:13][N:14]3[CH3:19])=[CH:10][C:9]=2O1.[NH:22]1[CH2:27][CH2:26][CH2:25][CH2:24][CH2:23]1. (7) Given the product [N:8]1([C:6]([O:5][C:1]([CH3:4])([CH3:2])[CH3:3])=[O:7])[CH2:13][CH2:12][CH:11]([C:14]([O:16][CH2:32][C:33]2[CH:38]=[CH:37][CH:36]=[CH:35][CH:34]=2)=[O:15])[CH2:10][CH2:9]1, predict the reactants needed to synthesize it. The reactants are: [C:1]([O:5][C:6]([N:8]1[CH2:13][CH2:12][CH:11]([C:14]([OH:16])=[O:15])[CH2:10][CH2:9]1)=[O:7])([CH3:4])([CH3:3])[CH3:2].C1CCC(N=C=NC2CCCCC2)CC1.[CH2:32](O)[C:33]1[CH:38]=[CH:37][CH:36]=[CH:35][CH:34]=1.